This data is from Catalyst prediction with 721,799 reactions and 888 catalyst types from USPTO. The task is: Predict which catalyst facilitates the given reaction. (1) Reactant: [C:1]1(=[O:8])[CH2:6][CH2:5][CH2:4][C:3](=[O:7])[CH2:2]1.[CH3:9][CH2:10][O:11][C:12](/[C:14](/[C:22]#[N:23])=[CH:15]/[C:16]1[CH:21]=[CH:20][CH:19]=[CH:18][CH:17]=1)=[O:13]. Product: [NH2:23][C:22]1[O:7][C:3]2[CH2:4][CH2:5][CH2:6][C:1](=[O:8])[C:2]=2[CH:15]([C:16]2[CH:17]=[CH:18][CH:19]=[CH:20][CH:21]=2)[C:14]=1[C:12]([O:11][CH2:10][CH3:9])=[O:13]. The catalyst class is: 8. (2) Reactant: [F:1][C:2]1[CH:3]=[C:4]([N+:16]([O-:18])=[O:17])[C:5]([NH:9][C:10]2[CH:14]=[C:13]([CH3:15])[NH:12][N:11]=2)=[N:6][C:7]=1F.Cl.[F:20][C:21]1[CH:22]=[N:23][C:24]([C@@H:27]([NH2:29])[CH3:28])=[N:25][CH:26]=1.CCN(C(C)C)C(C)C. Product: [F:1][C:2]1[C:7]([NH:29][C@H:27]([C:24]2[N:25]=[CH:26][C:21]([F:20])=[CH:22][N:23]=2)[CH3:28])=[N:6][C:5]([NH:9][C:10]2[CH:14]=[C:13]([CH3:15])[NH:12][N:11]=2)=[C:4]([N+:16]([O-:18])=[O:17])[CH:3]=1. The catalyst class is: 114.